The task is: Predict the reactants needed to synthesize the given product.. This data is from Full USPTO retrosynthesis dataset with 1.9M reactions from patents (1976-2016). (1) The reactants are: [CH:1]([C:3]1[CH:11]=[CH:10][C:6]([C:7]([OH:9])=[O:8])=[CH:5][CH:4]=1)=O.[CH3:12][C:13]1([CH3:26])[C@@H:15]2[CH2:16][C:17]3[C:21]([C@H:14]12)=[C:20]([CH3:22])[S:19][C:18]=3[C:23](=[O:25])[CH3:24].C[O-].[Na+]. Given the product [O:25]=[C:23]([C:18]1[S:19][C:20]([CH3:22])=[C:21]2[C:17]=1[CH2:16][C@H:15]1[C:13]([CH3:26])([CH3:12])[C@H:14]12)[CH:24]=[CH:1][C:3]1[CH:11]=[CH:10][C:6]([C:7]([OH:9])=[O:8])=[CH:5][CH:4]=1, predict the reactants needed to synthesize it. (2) The reactants are: [CH3:1][O:2][C:3]1[CH:30]=[CH:29][CH:28]=[CH:27][C:4]=1[CH2:5][CH2:6][C@@H:7]1[CH2:16][CH2:15][C:14]2[CH:13]=[C:12]([C@@H:17]3[CH2:26][CH2:25][C@@:19]4([NH:23]C(=O)[O:21][CH2:20]4)[CH2:18]3)[CH:11]=[CH:10][C:9]=2[CH2:8]1.O1CCOCC1.O.[OH-].[Li+]. Given the product [NH2:23][C@:19]1([CH2:20][OH:21])[CH2:25][CH2:26][C@@H:17]([C:12]2[CH:11]=[CH:10][C:9]3[CH2:8][C@H:7]([CH2:6][CH2:5][C:4]4[CH:27]=[CH:28][CH:29]=[CH:30][C:3]=4[O:2][CH3:1])[CH2:16][CH2:15][C:14]=3[CH:13]=2)[CH2:18]1, predict the reactants needed to synthesize it.